Dataset: Peptide-MHC class I binding affinity with 185,985 pairs from IEDB/IMGT. Task: Regression. Given a peptide amino acid sequence and an MHC pseudo amino acid sequence, predict their binding affinity value. This is MHC class I binding data. (1) The peptide sequence is RLHRLLLMR. The MHC is HLA-B27:05 with pseudo-sequence HLA-B27:05. The binding affinity (normalized) is 0.657. (2) The peptide sequence is MPILTLTRAL. The MHC is HLA-B51:01 with pseudo-sequence HLA-B51:01. The binding affinity (normalized) is 0.805. (3) The binding affinity (normalized) is 0.213. The MHC is HLA-A66:01 with pseudo-sequence HLA-A66:01. The peptide sequence is LYSFALMLI. (4) The peptide sequence is DMYFCHFYK. The MHC is HLA-A26:01 with pseudo-sequence HLA-A26:01. The binding affinity (normalized) is 0.0847. (5) The peptide sequence is KMALYDVVSK. The MHC is Patr-A0101 with pseudo-sequence Patr-A0101. The binding affinity (normalized) is 0.675.